This data is from Peptide-MHC class I binding affinity with 185,985 pairs from IEDB/IMGT. The task is: Regression. Given a peptide amino acid sequence and an MHC pseudo amino acid sequence, predict their binding affinity value. This is MHC class I binding data. (1) The peptide sequence is KSRCASPST. The MHC is HLA-B08:01 with pseudo-sequence HLA-B08:01. The binding affinity (normalized) is 0.0847. (2) The peptide sequence is LMNELGVPF. The binding affinity (normalized) is 0.657. The MHC is BoLA-D18.4 with pseudo-sequence BoLA-D18.4.